From a dataset of Reaction yield outcomes from USPTO patents with 853,638 reactions. Predict the reaction yield, written as a fraction of the theoretical maximum amount of product (1.0 means a 100% yield; for example, 0.34 means a 34% yield). The reactants are [F:1][C:2]1[CH:7]=[CH:6][CH:5]=[C:4]([F:8])[C:3]=1[N:9]1[C:14]2[N:15]=[C:16](S(C)=O)[N:17]=[C:18]([C:19]3[CH:20]=[C:21]([CH:28]=[CH:29][C:30]=3[CH3:31])[C:22]([NH:24][CH:25]([CH3:27])[CH3:26])=[O:23])[C:13]=2[CH2:12][NH:11][C:10]1=[O:35].[CH3:36][CH:37]([NH:39][CH2:40][CH2:41][CH2:42][NH2:43])[CH3:38]. The catalyst is C1COCC1. The product is [F:1][C:2]1[CH:7]=[CH:6][CH:5]=[C:4]([F:8])[C:3]=1[N:9]1[C:14]2[N:15]=[C:16]([NH:43][CH2:42][CH2:41][CH2:40][NH:39][CH:37]([CH3:38])[CH3:36])[N:17]=[C:18]([C:19]3[CH:20]=[C:21]([CH:28]=[CH:29][C:30]=3[CH3:31])[C:22]([NH:24][CH:25]([CH3:27])[CH3:26])=[O:23])[C:13]=2[CH2:12][NH:11][C:10]1=[O:35]. The yield is 0.680.